From a dataset of Reaction yield outcomes from USPTO patents with 853,638 reactions. Predict the reaction yield, written as a fraction of the theoretical maximum amount of product (1.0 means a 100% yield; for example, 0.34 means a 34% yield). (1) The reactants are [C:12]([O:11][C:9](O[C:9]([O:11][C:12]([CH3:15])([CH3:14])[CH3:13])=[O:10])=[O:10])([CH3:15])([CH3:14])[CH3:13].Cl.[CH3:17][O:18][C:19]([CH2:21][CH2:22][CH2:23][CH2:24][CH2:25][NH:26][CH2:27][CH2:28][CH2:29][CH2:30][CH2:31][C:32]([O:34][CH3:35])=[O:33])=[O:20].C(#N)C. The catalyst is C(N(CC)CC)C. The product is [C:9]([N:26]([CH2:25][CH2:24][CH2:23][CH2:22][CH2:21][C:19]([O:18][CH3:17])=[O:20])[CH2:27][CH2:28][CH2:29][CH2:30][CH2:31][C:32]([O:34][CH3:35])=[O:33])([O:11][C:12]([CH3:13])([CH3:14])[CH3:15])=[O:10]. The yield is 0.970. (2) The reactants are C([O:8][C:9]1[CH:18]=[C:17]([C:19]([O:21][CH3:22])=[O:20])[CH:16]=[C:15]2[C:10]=1[CH2:11][CH2:12][N:13]([CH2:24][CH:25]([CH3:27])[CH3:26])[C:14]2=[O:23])C1C=CC=CC=1. The catalyst is CO.[Pd]. The product is [OH:8][C:9]1[CH:18]=[C:17]([C:19]([O:21][CH3:22])=[O:20])[CH:16]=[C:15]2[C:10]=1[CH2:11][CH2:12][N:13]([CH2:24][CH:25]([CH3:27])[CH3:26])[C:14]2=[O:23]. The yield is 0.980. (3) The reactants are Br[C:2]1[CH:3]=[C:4]([C@:9]2([CH2:17][F:18])[C@@H:15]3[C@@H:13]([CH2:14]3)[O:12][C:11]([NH2:16])=[N:10]2)[C:5]([F:8])=[N:6][CH:7]=1.FC(F)(F)C([NH2:23])=O.C(=O)([O-])[O-].[K+].[K+].CN[C@@H]1CCCC[C@H]1NC. The catalyst is C(Cl)Cl.[Cu]I.O1CCOCC1. The product is [NH2:23][C:2]1[CH:3]=[C:4]([C@:9]2([CH2:17][F:18])[C@@H:15]3[C@@H:13]([CH2:14]3)[O:12][C:11]([NH2:16])=[N:10]2)[C:5]([F:8])=[N:6][CH:7]=1. The yield is 0.750. (4) The reactants are Br[CH2:2][CH2:3][CH2:4][CH2:5][CH2:6][CH2:7][CH2:8][CH2:9][O:10]C1CCCCO1.[CH3:17][CH2:18][CH2:19]CC. The catalyst is CS(C)=O. The product is [CH2:9]([OH:10])[CH2:8][CH2:7][CH2:6][CH2:5][CH2:4][CH2:3][CH2:2][CH2:19][C:18]#[CH:17]. The yield is 0.480.